From a dataset of Reaction yield outcomes from USPTO patents with 853,638 reactions. Predict the reaction yield, written as a fraction of the theoretical maximum amount of product (1.0 means a 100% yield; for example, 0.34 means a 34% yield). (1) The reactants are [CH2:1]([C:8]1[CH:16]=[C:15]([Cl:17])[CH:14]=[CH:13][C:9]=1[C:10]([OH:12])=O)[C:2]1[CH:7]=[CH:6][CH:5]=[CH:4][CH:3]=1.[C:18]1([S:28]([NH2:31])(=[O:30])=[O:29])[C:19]([S:24]([NH2:27])(=[O:26])=[O:25])=[CH:20][CH:21]=[CH:22][CH:23]=1.C(Cl)CCl. The catalyst is CN(C1C=CN=CC=1)C. The product is [CH2:1]([C:8]1[CH:16]=[C:15]([Cl:17])[CH:14]=[CH:13][C:9]=1[C:10]([NH:31][S:28]([C:18]1[CH:23]=[CH:22][CH:21]=[CH:20][C:19]=1[S:24](=[O:26])(=[O:25])[NH2:27])(=[O:30])=[O:29])=[O:12])[C:2]1[CH:3]=[CH:4][CH:5]=[CH:6][CH:7]=1. The yield is 0.110. (2) The reactants are [OH:1][C:2]([C:8]1[S:9][CH:10]=[C:11]([CH3:13])[N:12]=1)([CH3:7])[C:3]([NH:5][NH2:6])=O.[F:14][C:15]1[C:16]([CH2:22][N:23]2[CH:27]=[CH:26][C:25]([N:28]=[C:29]=[S:30])=[N:24]2)=[N:17][CH:18]=[C:19]([F:21])[CH:20]=1.S(=O)(=O)(O)O.N. The catalyst is ClCCl. The product is [F:14][C:15]1[C:16]([CH2:22][N:23]2[CH:27]=[CH:26][C:25]([NH:28][C:29]3[S:30][C:3]([C:2]([C:8]4[S:9][CH:10]=[C:11]([CH3:13])[N:12]=4)([OH:1])[CH3:7])=[N:5][N:6]=3)=[N:24]2)=[N:17][CH:18]=[C:19]([F:21])[CH:20]=1. The yield is 0.300. (3) The reactants are [C:1]([C:3]1[C:8]([N+:9]([O-])=O)=[CH:7][C:6]([CH3:12])=[CH:5][N:4]=1)#[N:2].C([O-])(O)=O.[Na+].O. The catalyst is C(O)(=O)C.CCOC(C)=O.[Fe]. The product is [NH2:9][C:8]1[C:3]([C:1]#[N:2])=[N:4][CH:5]=[C:6]([CH3:12])[CH:7]=1. The yield is 0.760. (4) The reactants are [CH2:1]([O:4][C:5]1[CH:14]=[CH:13][C:8]([C:9]([O:11]C)=[O:10])=[CH:7][CH:6]=1)[CH:2]=[CH2:3].C1COCC1.[OH-].[Na+]. The catalyst is CO. The product is [CH2:1]([O:4][C:5]1[CH:14]=[CH:13][C:8]([C:9]([OH:11])=[O:10])=[CH:7][CH:6]=1)[CH:2]=[CH2:3]. The yield is 0.500. (5) The reactants are [CH:1]1[C:10]2[C:5](=[CH:6][CH:7]=[CH:8][CH:9]=2)[CH:4]=[CH:3][C:2]=1[C:11]1[CH:12]=[C:13]([NH:17][C:18]2[C:23]([N+:24]([O-])=O)=[CH:22][CH:21]=[CH:20][N:19]=2)[CH:14]=[CH:15][CH:16]=1.C(O)(=O)C. The catalyst is C(O)C.C(Cl)(Cl)Cl.[Fe]. The product is [CH:1]1[C:10]2[C:5](=[CH:6][CH:7]=[CH:8][CH:9]=2)[CH:4]=[CH:3][C:2]=1[C:11]1[CH:12]=[C:13]([NH:17][C:18]2[C:23]([NH2:24])=[CH:22][CH:21]=[CH:20][N:19]=2)[CH:14]=[CH:15][CH:16]=1. The yield is 0.439. (6) The reactants are C([O:8][C:9]1[CH:10]=[CH:11][C:12]([C@@H:20]([OH:42])[CH2:21][NH:22][CH2:23][CH2:24][C:25]2[CH:30]=[CH:29][C:28]([O:31][CH2:32][C:33]([F:41])([F:40])[C:34]3[CH:39]=[CH:38][CH:37]=[CH:36][CH:35]=3)=[CH:27][CH:26]=2)=[C:13]2[C:18]=1[NH:17][C:16](=[O:19])[CH:15]=[CH:14]2)C1C=CC=CC=1. The catalyst is [Pd]. The product is [F:41][C:33]([F:40])([C:34]1[CH:39]=[CH:38][CH:37]=[CH:36][CH:35]=1)[CH2:32][O:31][C:28]1[CH:29]=[CH:30][C:25]([CH2:24][CH2:23][NH:22][CH2:21][C@@H:20]([C:12]2[CH:11]=[CH:10][C:9]([OH:8])=[C:18]3[C:13]=2[CH:14]=[CH:15][C:16](=[O:19])[NH:17]3)[OH:42])=[CH:26][CH:27]=1. The yield is 0.890.